From a dataset of Peptide-MHC class I binding affinity with 185,985 pairs from IEDB/IMGT. Regression. Given a peptide amino acid sequence and an MHC pseudo amino acid sequence, predict their binding affinity value. This is MHC class I binding data. The MHC is HLA-A68:02 with pseudo-sequence HLA-A68:02. The peptide sequence is KSYSLIRPK. The binding affinity (normalized) is 0.